This data is from Forward reaction prediction with 1.9M reactions from USPTO patents (1976-2016). The task is: Predict the product of the given reaction. (1) Given the reactants C(O[C@@H:5]1[O:22][C@H:21]([CH2:23][O:24][C:25](=[O:27])[CH3:26])[C@@H:16]([O:17][C:18](=[O:20])[CH3:19])[C@H:11]([O:12][C:13](=[O:15])[CH3:14])[C@H:6]1[O:7][C:8](=[O:10])[CH3:9])(=O)C.[CH3:28][C:29]1[CH:34]=[CH:33][C:32]([C:35]([CH3:38])([CH3:37])[CH3:36])=[CH:31][C:30]=1[SH:39].B(F)(F)F.CCOCC, predict the reaction product. The product is: [C:8]([O:7][C@@H:6]1[C@@H:11]([O:12][C:13](=[O:15])[CH3:14])[C@H:16]([O:17][C:18](=[O:20])[CH3:19])[C@@H:21]([CH2:23][O:24][C:25](=[O:27])[CH3:26])[O:22][C@H:5]1[S:39][C:30]1[CH:31]=[C:32]([C:35]([CH3:37])([CH3:36])[CH3:38])[CH:33]=[CH:34][C:29]=1[CH3:28])(=[O:10])[CH3:9]. (2) Given the reactants [F:1][C:2]1[CH:3]=[C:4]2[C:8](=[CH:9][CH:10]=1)[NH:7][C:6](=[O:11])[C:5]2=[O:12].[H-].[Na+].[CH3:15][O:16][C:17]1[CH:24]=[CH:23][C:20]([CH2:21]Cl)=[CH:19][CH:18]=1.O, predict the reaction product. The product is: [F:1][C:2]1[CH:3]=[C:4]2[C:8](=[CH:9][CH:10]=1)[N:7]([CH2:21][C:20]1[CH:23]=[CH:24][C:17]([O:16][CH3:15])=[CH:18][CH:19]=1)[C:6](=[O:11])[C:5]2=[O:12]. (3) Given the reactants CC1C=CC(S(O)(=O)=O)=CC=1.[S:12]1[C:16]2[CH:17]=[C:18]([N:21]3[CH2:25][CH2:24][N:23]([C:26]4[CH:27]=[N:28][CH:29]=[CH:30][C:31]=4[CH:32](OC)[O:33]C)[C:22]3=[O:37])[CH:19]=[CH:20][C:15]=2[N:14]=[CH:13]1.CO, predict the reaction product. The product is: [S:12]1[C:16]2[CH:17]=[C:18]([N:21]3[CH2:25][CH2:24][N:23]([C:26]4[CH:27]=[N:28][CH:29]=[CH:30][C:31]=4[CH:32]=[O:33])[C:22]3=[O:37])[CH:19]=[CH:20][C:15]=2[N:14]=[CH:13]1. (4) Given the reactants [C:1]([CH2:3][NH:4][C:5]([C:7]1([NH2:13])[CH2:12][CH2:11][CH2:10][CH2:9][CH2:8]1)=[O:6])#[N:2].[CH:14]1[CH:15]=[CH:16][C:17]2[N:22](O)N=N[C:18]=2[CH:19]=1.[CH2:24]([N:26]([CH2:29][CH3:30])[CH2:27][CH3:28])[CH3:25].CN([CH:34]=[O:35])C, predict the reaction product. The product is: [C:1]([CH2:3][NH:4][C:5]([C:7]1([NH:13][C:34](=[O:35])[C:14]2[CH:19]=[CH:18][C:17]([N:22]3[CH2:28][CH2:27][N:26]([CH2:29][CH3:30])[CH2:24][CH2:25]3)=[CH:16][CH:15]=2)[CH2:12][CH2:11][CH2:10][CH2:9][CH2:8]1)=[O:6])#[N:2]. (5) Given the reactants Cl[C:2]1[C:7]([N+:8]([O-])=O)=[CH:6][CH:5]=[CH:4][N:3]=1.[C:11]1([NH:17][C:18](=O)[CH3:19])[CH:16]=[CH:15][CH:14]=[CH:13][CH:12]=1, predict the reaction product. The product is: [CH3:19][C:18]1[N:17]([C:11]2[CH:16]=[CH:15][CH:14]=[CH:13][CH:12]=2)[C:2]2=[N:3][CH:4]=[CH:5][CH:6]=[C:7]2[N:8]=1.